Dataset: Full USPTO retrosynthesis dataset with 1.9M reactions from patents (1976-2016). Task: Predict the reactants needed to synthesize the given product. (1) Given the product [F:26][C:27]([F:33])([F:32])[S:28]([O:18][C:15]1[CH:16]=[CH:17][C:12]([C@H:11]2[C:4]3=[N:3][S:2](=[O:1])(=[O:19])[CH2:7][CH2:6][N:5]3[CH2:8][CH2:9][CH2:10]2)=[CH:13][CH:14]=1)(=[O:30])=[O:29], predict the reactants needed to synthesize it. The reactants are: [O:1]=[S:2]1(=[O:19])[CH2:7][CH2:6][N:5]2[CH2:8][CH2:9][CH2:10][C@@H:11]([C:12]3[CH:17]=[CH:16][C:15]([OH:18])=[CH:14][CH:13]=3)[C:4]2=[N:3]1.C(=O)([O-])[O-].[K+].[K+].[F:26][C:27]([F:33])([F:32])[S:28](Cl)(=[O:30])=[O:29].O. (2) Given the product [C:1]([C:3]1[CH:23]=[CH:22][CH:21]=[CH:20][C:4]=1[O:5][C:6]1[CH:7]=[CH:8][C:9]([N:12]([CH2:13][C:14]2[CH:15]=[N:16][CH:17]=[CH:18][CH:19]=2)[S:26]([CH2:24][CH3:25])(=[O:28])=[O:27])=[CH:10][CH:11]=1)#[N:2], predict the reactants needed to synthesize it. The reactants are: [C:1]([C:3]1[CH:23]=[CH:22][CH:21]=[CH:20][C:4]=1[O:5][C:6]1[CH:11]=[CH:10][C:9]([NH:12][CH2:13][C:14]2[CH:15]=[N:16][CH:17]=[CH:18][CH:19]=2)=[CH:8][CH:7]=1)#[N:2].[CH2:24]([S:26](Cl)(=[O:28])=[O:27])[CH3:25]. (3) Given the product [Br:17][C:18]1[CH:19]=[CH:20][C:21]([N:26]2[CH2:30][CH2:29][CH2:28][CH2:27]2)=[C:22](/[CH:23]=[CH:11]/[C:12]([O:14][CH2:15][CH3:16])=[O:13])[CH:25]=1, predict the reactants needed to synthesize it. The reactants are: [H-].[Na+].C(OP([CH2:11][C:12]([O:14][CH2:15][CH3:16])=[O:13])(OCC)=O)C.[Br:17][C:18]1[CH:19]=[CH:20][C:21]([N:26]2[CH2:30][CH2:29][CH2:28][CH2:27]2)=[C:22]([CH:25]=1)[CH:23]=O.O. (4) The reactants are: [N:1]1([C:7]2[C:8]([N+:14]([O-])=O)=[C:9]([CH:11]=[CH:12][CH:13]=2)[NH2:10])[CH2:6][CH2:5][O:4][CH2:3][CH2:2]1. Given the product [N:1]1([C:7]2[CH:13]=[CH:12][CH:11]=[C:9]([NH2:10])[C:8]=2[NH2:14])[CH2:2][CH2:3][O:4][CH2:5][CH2:6]1, predict the reactants needed to synthesize it. (5) Given the product [N+:1]([C:4]1[C:5]([C:14]([C:16]2[CH:17]=[N:18][C:19]([C:22]([F:25])([F:24])[F:23])=[CH:20][CH:21]=2)=[O:15])=[CH:6][CH:7]=[C:8]2[C:13]=1[N:12]=[CH:11][CH:10]=[CH:9]2)([O-:3])=[O:2], predict the reactants needed to synthesize it. The reactants are: [N+:1]([C:4]1[C:5]([CH:14]([C:16]2[CH:17]=[N:18][C:19]([C:22]([F:25])([F:24])[F:23])=[CH:20][CH:21]=2)[OH:15])=[CH:6][CH:7]=[C:8]2[C:13]=1[N:12]=[CH:11][CH:10]=[CH:9]2)([O-:3])=[O:2].C1C=C[NH+]=CC=1.C1C=C[NH+]=CC=1.[O-][Cr](O[Cr]([O-])(=O)=O)(=O)=O.